From a dataset of Full USPTO retrosynthesis dataset with 1.9M reactions from patents (1976-2016). Predict the reactants needed to synthesize the given product. (1) Given the product [NH2:26][C:23]1[CH:24]=[CH:25][C:20]([C:5]2[CH:6]=[CH:7][C:8]([C:9]([NH:11][C@H:12]([C:16]([O:18][CH3:19])=[O:17])[CH:13]([CH3:14])[CH3:15])=[O:10])=[C:3]([O:2][CH3:1])[CH:4]=2)=[CH:21][CH:22]=1, predict the reactants needed to synthesize it. The reactants are: [CH3:1][O:2][C:3]1[CH:4]=[C:5]([C:20]2[CH:25]=[CH:24][C:23]([N+:26]([O-])=O)=[CH:22][CH:21]=2)[CH:6]=[CH:7][C:8]=1[C:9]([NH:11][C@H:12]([C:16]([O:18][CH3:19])=[O:17])[CH:13]([CH3:15])[CH3:14])=[O:10].Cl. (2) Given the product [OH2:4].[OH2:10].[ClH:24].[OH:4][C:3]1[NH:5][CH:14]=[N:1][C:2]=1[C:6]([NH2:8])=[O:7], predict the reactants needed to synthesize it. The reactants are: [NH2:1][CH:2]([C:6]([NH2:8])=[O:7])[C:3]([NH2:5])=[O:4].S(=O)(=O)(O)[OH:10].[CH:14](OCC)(OCC)OCC.[ClH:24]. (3) The reactants are: [F:1][CH:2]([F:29])[O:3][C:4]1[CH:9]=[CH:8][C:7]([NH:10][C:11](=[O:27])[C:12]2[C:13](=[C:20]([N+:24]([O-])=O)[CH:21]=[CH:22][CH:23]=2)[C:14]([NH:16][CH:17]([CH3:19])[CH3:18])=[O:15])=[C:6]([CH3:28])[CH:5]=1.[H][H]. Given the product [NH2:24][C:20]1[CH:21]=[CH:22][CH:23]=[C:12]([C:11]([NH:10][C:7]2[CH:8]=[CH:9][C:4]([O:3][CH:2]([F:29])[F:1])=[CH:5][C:6]=2[CH3:28])=[O:27])[C:13]=1[C:14]([NH:16][CH:17]([CH3:19])[CH3:18])=[O:15], predict the reactants needed to synthesize it.